Dataset: Peptide-MHC class I binding affinity with 185,985 pairs from IEDB/IMGT. Task: Regression. Given a peptide amino acid sequence and an MHC pseudo amino acid sequence, predict their binding affinity value. This is MHC class I binding data. (1) The peptide sequence is NVILSPPINA. The MHC is HLA-A02:01 with pseudo-sequence HLA-A02:01. The binding affinity (normalized) is 0.178. (2) The MHC is HLA-B83:01 with pseudo-sequence HLA-B83:01. The peptide sequence is YLRNAGAAM. The binding affinity (normalized) is 0.213. (3) The peptide sequence is TAVPWNASW. The MHC is HLA-B58:01 with pseudo-sequence HLA-B58:01. The binding affinity (normalized) is 0.829. (4) The peptide sequence is RRPGNKTVLPV. The MHC is HLA-B27:05 with pseudo-sequence HLA-B27:05. The binding affinity (normalized) is 0.343.